Dataset: Full USPTO retrosynthesis dataset with 1.9M reactions from patents (1976-2016). Task: Predict the reactants needed to synthesize the given product. Given the product [Br:8][C:6]1[CH:5]=[N:4][C:3]2[C:9](=[O:11])[NH:14][CH:12]=[N:1][C:2]=2[CH:7]=1, predict the reactants needed to synthesize it. The reactants are: [NH2:1][C:2]1[C:3]([C:9]([OH:11])=O)=[N:4][CH:5]=[C:6]([Br:8])[CH:7]=1.[CH:12]([NH2:14])=O.